Dataset: Reaction yield outcomes from USPTO patents with 853,638 reactions. Task: Predict the reaction yield, written as a fraction of the theoretical maximum amount of product (1.0 means a 100% yield; for example, 0.34 means a 34% yield). (1) The reactants are [CH3:1][C:2]1[CH:10]=[CH:9][C:5]2[N:6]=[CH:7][NH:8][C:4]=2[CH:3]=1.[N+:11]([O-])([OH:13])=[O:12]. No catalyst specified. The product is [CH3:1][C:2]1[C:10]([N+:11]([O-:13])=[O:12])=[CH:9][C:5]2[N:6]=[CH:7][NH:8][C:4]=2[CH:3]=1. The yield is 0.170. (2) The reactants are [CH:1]([OH:3])=O.C(OC(=O)C)(=O)C.[CH3:11][C:12]1[N:17]=[C:16]([NH2:18])[CH:15]=[CH:14][CH:13]=1. The catalyst is O1CCCC1. The product is [CH3:11][C:12]1[N:17]=[C:16]([NH:18][CH:1]=[O:3])[CH:15]=[CH:14][CH:13]=1. The yield is 0.320. (3) The reactants are [Cl:1][C:2]1[S:6][C:5]([C:7]([O:9]C)=[O:8])=[CH:4][C:3]=1[C:11]1[N:15]([CH3:16])[N:14]=[CH:13][CH:12]=1.[OH-].[Na+]. The catalyst is O1CCCC1. The product is [Cl:1][C:2]1[S:6][C:5]([C:7]([OH:9])=[O:8])=[CH:4][C:3]=1[C:11]1[N:15]([CH3:16])[N:14]=[CH:13][CH:12]=1. The yield is 0.960. (4) The reactants are [CH:1]1([C:7]2[C:11](=C)[CH:10]=[CH:9][CH:8]=2)[CH2:6][CH2:5][CH2:4][CH2:3][CH2:2]1.[CH3:13][Li]. The catalyst is C1COCC1.CCOCC.O. The product is [CH3:13][C:1]1([C:7]2[CH2:11][CH:10]=[CH:9][CH:8]=2)[CH2:2][CH2:3][CH2:4][CH2:5][CH2:6]1. The yield is 0.380. (5) The reactants are Cl.[N+:2]([C:5]1[CH:6]=[C:7]([CH:10]=[CH:11][C:12]=1[O:13][CH2:14][CH2:15][N:16]1[CH2:21][CH2:20][CH2:19][CH2:18][CH2:17]1)[CH:8]=O)([O-:4])=[O:3].[I-].[NH:23]1[C:31]2[C:26](=[CH:27][CH:28]=[CH:29][CH:30]=2)[C:25]([CH2:32][P+](C2C=CC=CC=2)(C2C=CC=CC=2)C2C=CC=CC=2)=[N:24]1.C(=O)([O-])[O-].[K+].[K+]. The catalyst is CN(C=O)C. The product is [N+:2]([C:5]1[CH:6]=[C:7](/[CH:8]=[CH:32]/[C:25]2[C:26]3[C:31](=[CH:30][CH:29]=[CH:28][CH:27]=3)[NH:23][N:24]=2)[CH:10]=[CH:11][C:12]=1[O:13][CH2:14][CH2:15][N:16]1[CH2:21][CH2:20][CH2:19][CH2:18][CH2:17]1)([O-:4])=[O:3]. The yield is 0.810. (6) The reactants are [Br:1][C:2]1[C:3](F)=[C:4]2[C:10]([NH:11][C:12](=[O:19])[C:13]3[CH:18]=[CH:17][CH:16]=[N:15][CH:14]=3)=[CH:9][NH:8][C:5]2=[N:6][CH:7]=1.Cl.[N:22]1([C:30]([O:32][C:33]([CH3:36])([CH3:35])[CH3:34])=[O:31])[CH2:26][CH2:25][CH:24]2[CH2:27][NH:28][CH2:29][CH:23]12.CCN(C(C)C)C(C)C. The catalyst is CCCCO. The product is [Br:1][C:2]1[C:3]([N:28]2[CH2:27][CH:24]3[CH:23]([N:22]([C:30]([O:32][C:33]([CH3:36])([CH3:35])[CH3:34])=[O:31])[CH2:26][CH2:25]3)[CH2:29]2)=[C:4]2[C:10]([NH:11][C:12](=[O:19])[C:13]3[CH:18]=[CH:17][CH:16]=[N:15][CH:14]=3)=[CH:9][NH:8][C:5]2=[N:6][CH:7]=1. The yield is 0.180.